Task: Predict which catalyst facilitates the given reaction.. Dataset: Catalyst prediction with 721,799 reactions and 888 catalyst types from USPTO (1) Reactant: [Cl:1][C:2]1[CH:3]=[C:4]2[C:9](=[CH:10][C:11]=1[OH:12])[O:8][CH:7]([C:13]([O:15][CH2:16]C)=[O:14])[CH2:6][CH2:5]2.[H-].[Na+].[CH2:20](Br)[C:21]1[CH:26]=[CH:25][CH:24]=[CH:23][CH:22]=1. Product: [CH2:20]([O:12][C:11]1[CH:10]=[C:9]2[C:4]([CH2:5][CH2:6][CH:7]([C:13]([O:15][CH3:16])=[O:14])[O:8]2)=[CH:3][C:2]=1[Cl:1])[C:21]1[CH:26]=[CH:25][CH:24]=[CH:23][CH:22]=1. The catalyst class is: 1. (2) Reactant: [CH3:1][C:2]([CH3:23])([CH3:22])[CH2:3][N:4]1[C:8]2[N:9]=[C:10]([C:13]#[N:14])[N:11]=[CH:12][C:7]=2[CH:6]=[C:5]1[CH2:15][N:16]1[CH2:21][CH2:20][NH:19][CH2:18][CH2:17]1.BrC[C:26]1[CH:31]=[CH:30][CH:29]=[CH:28][C:27]=1[F:32].[C:33](=O)([O-])[O-].[K+].[K+].CCCCCC. Product: [CH3:1][C:2]([CH3:23])([CH3:22])[CH2:3][N:4]1[C:8]2[N:9]=[C:10]([C:13]#[N:14])[N:11]=[CH:12][C:7]=2[CH:6]=[C:5]1[CH2:15][N:16]1[CH2:21][CH2:20][N:19]([CH2:33][C:30]2[CH:31]=[CH:26][C:27]([F:32])=[CH:28][CH:29]=2)[CH2:18][CH2:17]1. The catalyst class is: 31. (3) Reactant: [N+:1]([C:4]1[CH:16]=[CH:15][C:14]2[C:13]3[C:8](=[CH:9][CH:10]=[C:11]([C:17]([F:20])([F:19])[F:18])[CH:12]=3)[NH:7][C:6]=2[CH:5]=1)([O-])=O. Product: [F:20][C:17]([F:18])([F:19])[C:11]1[CH:12]=[C:13]2[C:8](=[CH:9][CH:10]=1)[NH:7][C:6]1[CH:5]=[C:4]([NH2:1])[CH:16]=[CH:15][C:14]2=1. The catalyst class is: 565. (4) Reactant: [CH3:1][NH:2][C:3]1[CH:8]=[CH:7][C:6]([C:9]([F:12])([F:11])[F:10])=[CH:5][C:4]=1[N+:13]([O-:15])=[O:14].[Br:16]N1C(=O)CCC1=O.C(=O)([O-])O.[Na+]. Product: [Br:16][C:8]1[CH:7]=[C:6]([C:9]([F:12])([F:11])[F:10])[CH:5]=[C:4]([N+:13]([O-:15])=[O:14])[C:3]=1[NH:2][CH3:1]. The catalyst class is: 10. (5) Reactant: [CH3:1][C:2]1[CH:3]=[C:4]([CH:9]=[CH:10][C:11]=1[N:12]([CH3:23])[C:13]1[N:18]=[CH:17][C:16]2[N:19]=[CH:20][N:21]([CH3:22])[C:15]=2[CH:14]=1)[C:5]([O:7]C)=O.[CH3:24][NH2:25]. Product: [CH3:24][NH:25][C:5](=[O:7])[C:4]1[CH:9]=[CH:10][C:11]([N:12]([CH3:23])[C:13]2[N:18]=[CH:17][C:16]3[N:19]=[CH:20][N:21]([CH3:22])[C:15]=3[CH:14]=2)=[C:2]([CH3:1])[CH:3]=1. The catalyst class is: 14. (6) Reactant: [CH3:1][O:2][C:3](=[O:12])[C:4]1[CH:9]=[CH:8][C:7]([Cl:10])=[C:6]([NH2:11])[CH:5]=1.C(N(CC)CC)C.[CH2:20]([O:27][CH2:28][C:29](Cl)=[O:30])[C:21]1[CH:26]=[CH:25][CH:24]=[CH:23][CH:22]=1. Product: [CH3:1][O:2][C:3](=[O:12])[C:4]1[CH:9]=[CH:8][C:7]([Cl:10])=[C:6]([NH:11][C:29](=[O:30])[CH2:28][O:27][CH2:20][C:21]2[CH:26]=[CH:25][CH:24]=[CH:23][CH:22]=2)[CH:5]=1. The catalyst class is: 2.